From a dataset of Forward reaction prediction with 1.9M reactions from USPTO patents (1976-2016). Predict the product of the given reaction. (1) Given the reactants [NH2:1][C:2]1[CH:24]=[CH:23][C:5]([O:6][C:7]2[C:16]3[C:11](=[CH:12][C:13]([O:19][CH3:20])=[C:14]([O:17][CH3:18])[CH:15]=3)[N:10]=[CH:9][C:8]=2[C:21]#[N:22])=[C:4]([F:25])[CH:3]=1.[O:26]=[C:27]1[N:31]([C:32]2[CH:37]=[CH:36][CH:35]=[CH:34][CH:33]=2)[CH2:30][CH2:29][N:28]1[C:38](Cl)=[O:39].CCN(C(C)C)C(C)C, predict the reaction product. The product is: [C:21]([C:8]1[CH:9]=[N:10][C:11]2[C:16]([C:7]=1[O:6][C:5]1[CH:23]=[CH:24][C:2]([NH:1][C:38]([N:28]3[CH2:29][CH2:30][N:31]([C:32]4[CH:37]=[CH:36][CH:35]=[CH:34][CH:33]=4)[C:27]3=[O:26])=[O:39])=[CH:3][C:4]=1[F:25])=[CH:15][C:14]([O:17][CH3:18])=[C:13]([O:19][CH3:20])[CH:12]=2)#[N:22]. (2) Given the reactants C(OC([N:8]([CH2:34][CH2:35][C:36]1[CH:41]=[CH:40][CH:39]=[CH:38][N:37]=1)[C:9]1[CH:33]=[CH:32][C:12]([NH:13][C:14]([C:16]2[CH:21]=[CH:20][CH:19]=[CH:18][C:17]=2[C:22]2[CH:27]=[CH:26][C:25]([C:28]([F:31])([F:30])[F:29])=[CH:24][CH:23]=2)=[O:15])=[CH:11][CH:10]=1)=O)(C)(C)C.FC(F)(F)C(O)=O, predict the reaction product. The product is: [N:37]1[CH:38]=[CH:39][CH:40]=[CH:41][C:36]=1[CH2:35][CH2:34][NH:8][C:9]1[CH:10]=[CH:11][C:12]([NH:13][C:14]([C:16]2[C:17]([C:22]3[CH:23]=[CH:24][C:25]([C:28]([F:29])([F:30])[F:31])=[CH:26][CH:27]=3)=[CH:18][CH:19]=[CH:20][CH:21]=2)=[O:15])=[CH:32][CH:33]=1. (3) Given the reactants [H-].[Na+].[Br:3][C:4]1[CH:5]=[C:6]([CH3:26])[CH:7]=[C:8]2[C:13]=1[N:12]=[CH:11][N:10]([NH:14][C:15]1[CH:20]=[C:19]([Cl:21])[CH:18]=[CH:17][C:16]=1[S:22][CH2:23][CH3:24])[C:9]2=[O:25].[CH3:27][C:28]([O:31][C:32](O[C:32]([O:31][C:28]([CH3:30])([CH3:29])[CH3:27])=[O:33])=[O:33])([CH3:30])[CH3:29].O, predict the reaction product. The product is: [Br:3][C:4]1[CH:5]=[C:6]([CH3:26])[CH:7]=[C:8]2[C:13]=1[N:12]=[CH:11][N:10]([N:14]([C:15]1[CH:20]=[C:19]([Cl:21])[CH:18]=[CH:17][C:16]=1[S:22][CH2:23][CH3:24])[C:32](=[O:33])[O:31][C:28]([CH3:30])([CH3:29])[CH3:27])[C:9]2=[O:25]. (4) Given the reactants FC(F)(F)S(O[C:7]1[CH:12]=[CH:11][CH:10]=[CH:9][C:8]=1[C:13]1[CH:18]=[CH:17][C:16](=[O:19])[N:15]([CH3:20])[N:14]=1)(=O)=O.[CH2:23](B1OC(C)(C)C(C)(C)O1)[C:24]1[CH:29]=[CH:28][CH:27]=[CH:26][CH:25]=1.[F-].[Cs+], predict the reaction product. The product is: [CH2:23]([C:7]1[CH:12]=[CH:11][CH:10]=[CH:9][C:8]=1[C:13]1[CH:18]=[CH:17][C:16](=[O:19])[N:15]([CH3:20])[N:14]=1)[C:24]1[CH:29]=[CH:28][CH:27]=[CH:26][CH:25]=1. (5) Given the reactants C1(C(C2C=CC=CC=2)[N:8]2[C:16]3[C:11](=[CH:12][CH:13]=[CH:14][CH:15]=3)[C:10]3([CH2:20][O:19][C:18]4[CH:21]=[C:22]5[C:26](=[CH:27][C:17]3=4)[C:25]([CH3:29])([CH3:28])[CH2:24][O:23]5)[C:9]2=[O:30])C=CC=CC=1.[H][H], predict the reaction product. The product is: [CH3:28][C:25]1([CH3:29])[CH2:24][O:23][C:22]2=[CH:21][C:18]3[O:19][CH2:20][C:10]4([C:17]=3[CH:27]=[C:26]12)[C:11]1[C:16](=[CH:15][CH:14]=[CH:13][CH:12]=1)[NH:8][C:9]4=[O:30]. (6) Given the reactants [F:1][C:2]1[C:10]([I:11])=[C:9]([CH3:12])[CH:8]=[CH:7][C:3]=1[C:4](O)=[O:5].B(OC)(OC)OC.CSC.B.CO, predict the reaction product. The product is: [F:1][C:2]1[C:10]([I:11])=[C:9]([CH3:12])[CH:8]=[CH:7][C:3]=1[CH:4]=[O:5].